This data is from Catalyst prediction with 721,799 reactions and 888 catalyst types from USPTO. The task is: Predict which catalyst facilitates the given reaction. (1) Reactant: [F:1][CH:2]([F:42])[C:3]1[N:7]([C:8]2[N:13]=[C:12]([N:14]3[CH2:19][CH2:18][O:17][CH2:16][CH2:15]3)[N:11]=[C:10]([N:20]([CH2:27][CH2:28][CH2:29][N:30]3[CH2:35][CH2:34][O:33][CH2:32][CH2:31]3)[CH:21]3[CH2:26][CH2:25][NH:24][CH2:23][CH2:22]3)[N:9]=2)[C:6]2[CH:36]=[CH:37][CH:38]=[C:39]([O:40][CH3:41])[C:5]=2[N:4]=1.[CH3:43][S:44](Cl)(=[O:46])=[O:45]. Product: [F:42][CH:2]([F:1])[C:3]1[N:7]([C:8]2[N:13]=[C:12]([N:14]3[CH2:15][CH2:16][O:17][CH2:18][CH2:19]3)[N:11]=[C:10]([N:20]([CH:21]3[CH2:22][CH2:23][N:24]([S:44]([CH3:43])(=[O:46])=[O:45])[CH2:25][CH2:26]3)[CH2:27][CH2:28][CH2:29][N:30]3[CH2:31][CH2:32][O:33][CH2:34][CH2:35]3)[N:9]=2)[C:6]2[CH:36]=[CH:37][CH:38]=[C:39]([O:40][CH3:41])[C:5]=2[N:4]=1. The catalyst class is: 2. (2) Reactant: [Br:1][C:2]1[CH:3]=[C:4]([Cl:14])[C:5]2[O:9][C:8]([CH2:11][OH:12])([CH3:10])[CH2:7][C:6]=2[CH:13]=1.[CH3:15][S:16](Cl)(=[O:18])=[O:17].C(N(CC)CC)C.O. Product: [CH3:15][S:16]([O:12][CH2:11][C:8]1([CH3:10])[CH2:7][C:6]2[CH:13]=[C:2]([Br:1])[CH:3]=[C:4]([Cl:14])[C:5]=2[O:9]1)(=[O:18])=[O:17]. The catalyst class is: 4. (3) The catalyst class is: 3. Reactant: [CH3:1][N:2]1[C:10]2[C:5](=[CH:6][CH:7]=[CH:8][CH:9]=2)[CH:4]=[C:3]1[C:11]1[CH:12]=[C:13]([NH:17][S:18]([CH2:21][CH3:22])(=[O:20])=[O:19])[CH:14]=[N:15][CH:16]=1.[H-].[Na+].[CH3:25]I. Product: [CH3:25][N:17]([C:13]1[CH:14]=[N:15][CH:16]=[C:11]([C:3]2[N:2]([CH3:1])[C:10]3[C:5]([CH:4]=2)=[CH:6][CH:7]=[CH:8][CH:9]=3)[CH:12]=1)[S:18]([CH2:21][CH3:22])(=[O:20])=[O:19]. (4) Reactant: [Cl:1][C:2]1[CH:3]=[C:4]2[C:8](=[CH:9][CH:10]=1)[N:7]([CH2:11][CH2:12][C:13](O)=[O:14])[C:6]([C:16]1[CH:21]=[CH:20][CH:19]=[CH:18][N:17]=1)=[C:5]2[CH3:22].[H-].[H-].[H-].[H-].[Li+].[Al+3]. Product: [Cl:1][C:2]1[CH:3]=[C:4]2[C:8](=[CH:9][CH:10]=1)[N:7]([CH2:11][CH2:12][CH2:13][OH:14])[C:6]([C:16]1[CH:21]=[CH:20][CH:19]=[CH:18][N:17]=1)=[C:5]2[CH3:22]. The catalyst class is: 1. (5) Reactant: F[C:2]1[CH:7]=[CH:6][C:5]([N+:8]([O-:10])=[O:9])=[CH:4][C:3]=1[CH3:11].C(=O)([O-])[O-].[Na+].[Na+].Cl.[F:19][C:20]([F:28])([F:27])[C:21]([NH:23][CH2:24][CH2:25][NH2:26])=[O:22].CN1CCCC1=O. Product: [N+:8]([C:5]1[CH:6]=[CH:7][C:2]([NH:26][CH2:25][CH2:24][NH:23][C:21](=[O:22])[C:20]([F:28])([F:27])[F:19])=[C:3]([CH3:11])[CH:4]=1)([O-:10])=[O:9]. The catalyst class is: 6. (6) Reactant: [OH:1][C:2]1[C:3](=[O:17])[NH:4][C:5](=[O:16])[N:6]([CH2:8][CH2:9][C:10]2[CH:15]=[CH:14][CH:13]=[CH:12][CH:11]=2)[N:7]=1.CO. Product: [C:13]1([C:10]2[CH:15]=[CH:14][CH:13]=[CH:12][CH:11]=2)[CH:14]=[CH:15][C:10]([CH2:9][CH2:8][N:6]2[C:5](=[O:16])[NH:4][C:3](=[O:17])[C:2]([OH:1])=[N:7]2)=[CH:11][CH:12]=1. The catalyst class is: 13. (7) Reactant: [CH2:1]([O:3][C:4](=[O:29])/[CH:5]=[CH:6]/[C:7]1[CH:12]=[CH:11][C:10]([O:13][CH2:14][C:15]2[CH2:24][CH2:23][CH2:22][C:17]3([CH2:21][CH2:20][CH2:19][CH2:18]3)[CH:16]=2)=[C:9]([O:25][C:26](=[O:28])[CH3:27])[CH:8]=1)[CH3:2].C1(SC2C=CC=CC=2)C=CC=CC=1.[H][H]. The catalyst class is: 586. Product: [CH2:1]([O:3][C:4](=[O:29])[CH2:5][CH2:6][C:7]1[CH:12]=[CH:11][C:10]([O:13][CH2:14][C:15]2[CH2:24][CH2:23][CH2:22][C:17]3([CH2:18][CH2:19][CH2:20][CH2:21]3)[CH:16]=2)=[C:9]([O:25][C:26](=[O:28])[CH3:27])[CH:8]=1)[CH3:2]. (8) Reactant: [CH3:1][C:2]1[N:3]=[CH:4][C:5]2[C:10]([CH:11]=1)=[C:9](Br)[CH:8]=[CH:7][CH:6]=2.[CH2:13]([CH:17]([Sn])C=C(CCCC)CCCC)[CH2:14]CC. Product: [CH2:17]([C:9]1[CH:8]=[CH:7][CH:6]=[C:5]2[C:10]=1[CH:11]=[C:2]([CH3:1])[N:3]=[CH:4]2)[CH:13]=[CH2:14]. The catalyst class is: 133. (9) Reactant: [F:1][C:2]1[CH:10]=[C:9]2[C:5]([C:6]([C:11]3[CH:24]=[CH:23][C:14]4[N:15]=[C:16]([CH2:18][CH2:19][C:20](O)=[O:21])[O:17][C:13]=4[CH:12]=3)=[CH:7][NH:8]2)=[CH:4][CH:3]=1.[NH4+].[Cl-].C[N:28](C(ON1N=NC2C=CC=NC1=2)=[N+](C)C)C.F[P-](F)(F)(F)(F)F. Product: [NH3:8].[OH2:17].[F:1][C:2]1[CH:10]=[C:9]2[C:5]([C:6]([C:11]3[CH:24]=[CH:23][C:14]4[N:15]=[C:16]([CH2:18][CH2:19][C:20]([NH2:28])=[O:21])[O:17][C:13]=4[CH:12]=3)=[CH:7][NH:8]2)=[CH:4][CH:3]=1. The catalyst class is: 1.